Dataset: NCI-60 drug combinations with 297,098 pairs across 59 cell lines. Task: Regression. Given two drug SMILES strings and cell line genomic features, predict the synergy score measuring deviation from expected non-interaction effect. Drug 2: COC1=C2C(=CC3=C1OC=C3)C=CC(=O)O2. Drug 1: CC1=CC2C(CCC3(C2CCC3(C(=O)C)OC(=O)C)C)C4(C1=CC(=O)CC4)C. Cell line: KM12. Synergy scores: CSS=8.33, Synergy_ZIP=12.4, Synergy_Bliss=25.5, Synergy_Loewe=11.3, Synergy_HSA=10.2.